This data is from Forward reaction prediction with 1.9M reactions from USPTO patents (1976-2016). The task is: Predict the product of the given reaction. (1) Given the reactants [NH2:1][C:2]1[N:7]=[C:6]([Cl:8])[CH:5]=[C:4](Cl)[N:3]=1.[NH2:10][CH2:11][CH:12]([CH2:20][CH:21]([CH3:23])[CH3:22])[C:13]([O:15][C:16]([CH3:19])([CH3:18])[CH3:17])=[O:14].C(N(CC)CC)C, predict the reaction product. The product is: [NH2:1][C:2]1[N:3]=[C:4]([NH:10][CH2:11][CH:12]([CH2:20][CH:21]([CH3:23])[CH3:22])[C:13]([O:15][C:16]([CH3:17])([CH3:18])[CH3:19])=[O:14])[CH:5]=[C:6]([Cl:8])[N:7]=1. (2) Given the reactants [CH3:1][N:2]1[CH2:7][CH2:6][N:5]([C@@H:8]2[CH2:13][C@H:12]([C:14]([OH:16])=[O:15])[CH2:11][CH:10]=[CH:9]2)[CH2:4][CH2:3]1.[H][H], predict the reaction product. The product is: [CH3:1][N:2]1[CH2:3][CH2:4][N:5]([C@@H:8]2[CH2:9][CH2:10][CH2:11][C@H:12]([C:14]([OH:16])=[O:15])[CH2:13]2)[CH2:6][CH2:7]1.